This data is from Hepatocyte clearance measurements from AstraZeneca. The task is: Regression/Classification. Given a drug SMILES string, predict its absorption, distribution, metabolism, or excretion properties. Task type varies by dataset: regression for continuous measurements (e.g., permeability, clearance, half-life) or binary classification for categorical outcomes (e.g., BBB penetration, CYP inhibition). For this dataset (clearance_hepatocyte_az), we predict log10(clearance) (log10 of the in vitro intrinsic clearance, CLint, in uL/min per 10^6 hepatocytes; values are censored to the assay range of 3 to 150, which is 0.477 to 2.18 on this log10 scale). (1) The compound is O=C(Cc1ccc(F)c(C(F)(F)F)c1)Nc1cccc2c(=O)n([C@@H]3CNC[C@H]3O)ccc12. The log10(clearance) is 0.480. (2) The compound is CC1(COc2cc(-c3cccc4c(=O)cc(N5CCOCC5)oc34)ccc2NC(=O)CN2CCOCC2)COC1. The log10(clearance) is 1.98. (3) The log10(clearance) is 0.480. The compound is Cc1ccc2c(c1)c(Sc1ccc(S(C)(=O)=O)cc1)c(C)n2CC(=O)O.